From a dataset of Peptide-MHC class I binding affinity with 185,985 pairs from IEDB/IMGT. Regression. Given a peptide amino acid sequence and an MHC pseudo amino acid sequence, predict their binding affinity value. This is MHC class I binding data. (1) The peptide sequence is QEHETSWHY. The MHC is HLA-B44:02 with pseudo-sequence HLA-B44:02. The binding affinity (normalized) is 0.645. (2) The peptide sequence is ARHGEYAPF. The MHC is HLA-B57:01 with pseudo-sequence HLA-B57:01. The binding affinity (normalized) is 0.0847. (3) The MHC is Mamu-A01 with pseudo-sequence Mamu-A01. The binding affinity (normalized) is 0.296. The peptide sequence is GAPQLNPI. (4) The peptide sequence is RRIFDLIEL. The MHC is HLA-B54:01 with pseudo-sequence HLA-B54:01. The binding affinity (normalized) is 0.0807. (5) The peptide sequence is LMGLGKGWPL. The MHC is HLA-B08:01 with pseudo-sequence HLA-B08:01. The binding affinity (normalized) is 0.471. (6) The peptide sequence is VSTVMTSL. The MHC is H-2-Kb with pseudo-sequence H-2-Kb. The binding affinity (normalized) is 0.430. (7) The peptide sequence is YLLPRRGPRL. The MHC is HLA-A02:03 with pseudo-sequence HLA-A02:03. The binding affinity (normalized) is 0.449. (8) The peptide sequence is SCINRCFYV. The MHC is HLA-A31:01 with pseudo-sequence HLA-A31:01. The binding affinity (normalized) is 0.358. (9) The peptide sequence is PLYRLSPKK. The MHC is HLA-B07:02 with pseudo-sequence HLA-B07:02. The binding affinity (normalized) is 0.0847. (10) The peptide sequence is QYDDLHKKF. The MHC is HLA-B40:01 with pseudo-sequence HLA-B40:01. The binding affinity (normalized) is 0.0847.